Task: Predict the product of the given reaction.. Dataset: Forward reaction prediction with 1.9M reactions from USPTO patents (1976-2016) (1) The product is: [C:8]1([C:14]2[CH:15]=[C:16]3[C:20](=[CH:21][CH:22]=2)[N:19]([CH2:29][CH2:30][CH2:31][O:32][C:33]([C:46]2[CH:51]=[CH:50][CH:49]=[CH:48][CH:47]=2)([C:34]2[CH:35]=[CH:36][CH:37]=[CH:38][CH:39]=2)[C:40]2[CH:45]=[CH:44][CH:43]=[CH:42][CH:41]=2)[C:18]([C:23]([O:25][CH2:26][CH3:27])=[O:24])=[CH:17]3)[CH:9]=[CH:10][CH:11]=[CH:12][CH:13]=1. Given the reactants [H-].[Na+].CN(C=O)C.[C:8]1([C:14]2[CH:15]=[C:16]3[C:20](=[CH:21][CH:22]=2)[NH:19][C:18]([C:23]([O:25][CH2:26][CH3:27])=[O:24])=[CH:17]3)[CH:13]=[CH:12][CH:11]=[CH:10][CH:9]=1.Br[CH2:29][CH2:30][CH2:31][O:32][C:33]([C:46]1[CH:51]=[CH:50][CH:49]=[CH:48][CH:47]=1)([C:40]1[CH:45]=[CH:44][CH:43]=[CH:42][CH:41]=1)[C:34]1[CH:39]=[CH:38][CH:37]=[CH:36][CH:35]=1, predict the reaction product. (2) Given the reactants [C:1]([C:3]1[N:4]=[CH:5][N:6]2[C:11]([C:12]([F:15])([F:14])[F:13])=[CH:10][C:9]([C:16]3[CH:21]=[CH:20][C:19]([C:22]([F:25])([F:24])[F:23])=[CH:18][CH:17]=3)=[N:8][C:7]=12)#[CH:2].[NH2:26][C:27]1[N:32]=[CH:31][C:30](Br)=[CH:29][CH:28]=1, predict the reaction product. The product is: [F:13][C:12]([F:15])([F:14])[C:11]1[N:6]2[CH:5]=[N:4][C:3]([C:1]#[C:2][C:30]3[CH:29]=[CH:28][C:27]([NH2:26])=[N:32][CH:31]=3)=[C:7]2[N:8]=[C:9]([C:16]2[CH:21]=[CH:20][C:19]([C:22]([F:25])([F:24])[F:23])=[CH:18][CH:17]=2)[CH:10]=1. (3) Given the reactants C(O[CH2:4][N:5]1[C:9]2=[N:10][C:11]3[N:12]([CH3:26])[C:13](=[O:25])[N:14]([CH2:18][CH2:19][CH2:20][CH2:21][C@H:22]([OH:24])[CH3:23])[C:15](=[O:17])[C:16]=3[N:8]2[CH2:7][CH2:6]1)C.[H][H], predict the reaction product. The product is: [CH3:26][N:12]1[C:11]2[N:10]=[C:9]3[N:5]([CH3:4])[CH2:6][CH2:7][N:8]3[C:16]=2[C:15](=[O:17])[N:14]([CH2:18][CH2:19][CH2:20][CH2:21][C@H:22]([OH:24])[CH3:23])[C:13]1=[O:25]. (4) The product is: [ClH:36].[Cl:36][C:18]1[CH:17]=[C:16]([NH:15][C:13]2[C:14]3[N:6]([CH2:5][CH2:4][NH:3][C:40](=[O:41])[CH2:39][C:38]([OH:37])([CH3:44])[CH3:43])[CH:7]=[CH:8][C:9]=3[N:10]=[CH:11][N:12]=2)[CH:21]=[CH:20][C:19]=1[O:22][C:23]1[CH:28]=[CH:27][CH:26]=[C:25]([O:29][C:30]([F:35])([F:34])[CH:31]([F:32])[F:33])[CH:24]=1. Given the reactants Cl.Cl.[NH2:3][CH2:4][CH2:5][N:6]1[C:14]2[C:13]([NH:15][C:16]3[CH:21]=[CH:20][C:19]([O:22][C:23]4[CH:28]=[CH:27][CH:26]=[C:25]([O:29][C:30]([F:35])([F:34])[CH:31]([F:33])[F:32])[CH:24]=4)=[C:18]([Cl:36])[CH:17]=3)=[N:12][CH:11]=[N:10][C:9]=2[CH:8]=[CH:7]1.[OH:37][C:38]([CH3:44])([CH3:43])[CH2:39][C:40](O)=[O:41].ON1C2C=CC=CC=2N=N1.Cl.C(N=C=NCCCN(C)C)C, predict the reaction product.